From a dataset of Reaction yield outcomes from USPTO patents with 853,638 reactions. Predict the reaction yield, written as a fraction of the theoretical maximum amount of product (1.0 means a 100% yield; for example, 0.34 means a 34% yield). (1) The reactants are Cl[CH2:2][CH2:3][O:4][CH2:5][CH2:6][OH:7].[NH:8]1[CH2:13][CH2:12][O:11][CH2:10][CH2:9]1.C(=O)([O-])[O-].[K+].[K+]. The catalyst is C(#N)C. The product is [O:11]1[CH2:12][CH2:13][N:8]([CH2:2][CH2:3][O:4][CH2:5][CH2:6][OH:7])[CH2:9][CH2:10]1. The yield is 0.340. (2) The reactants are [OH:1][C:2]1[C:3]([C:12]#[N:13])=[CH:4][C:5]2[C:10]([CH:11]=1)=[CH:9][CH:8]=[CH:7][CH:6]=2.Cl[CH2:15][C:16]([C:18]1[CH:23]=[CH:22][C:21]([Cl:24])=[CH:20][C:19]=1[Cl:25])=[O:17].C(=O)([O-])[O-].[K+].[K+]. The catalyst is CN(C)C=O.C(OCC)(=O)C.O. The product is [NH2:13][C:12]1[C:3]2[CH:4]=[C:5]3[C:10]([CH:9]=[CH:8][CH:7]=[CH:6]3)=[CH:11][C:2]=2[O:1][C:15]=1[C:16]([C:18]1[CH:23]=[CH:22][C:21]([Cl:24])=[CH:20][C:19]=1[Cl:25])=[O:17]. The yield is 0.577. (3) The reactants are [Br:1][C:2]1[CH:7]=[CH:6][C:5]([NH:8][C:9](=[O:14])[C:10]([CH3:13])([CH3:12])[CH3:11])=[C:4]([C:15]2[C:20]([F:21])=[CH:19][CH:18]=[CH:17][N:16]=2)[CH:3]=1.C(OC(C(F)(F)F)=O)(C(F)(F)F)=O.[N+:35]([O-])([OH:37])=[O:36].CO. The catalyst is C(O)(C(F)(F)F)=O.O. The product is [Br:1][C:2]1[CH:7]=[C:6]([N+:35]([O-:37])=[O:36])[C:5]([NH:8][C:9](=[O:14])[C:10]([CH3:13])([CH3:12])[CH3:11])=[C:4]([C:15]2[C:20]([F:21])=[CH:19][CH:18]=[CH:17][N:16]=2)[CH:3]=1. The yield is 0.820. (4) The product is [C:11]1([C:17]2[NH:4][C:5]3[C:6]([CH:18]=2)=[CH:7][C:8]([C:22]([O:21][CH2:20][CH3:19])=[O:23])=[CH:9][CH:10]=3)[CH:16]=[CH:15][CH:14]=[CH:13][CH:12]=1. The reactants are C([NH:4][C:5]1[CH:10]=[CH:9][CH:8]=[CH:7][CH:6]=1)(=O)C.[C:11]1([C:17]#[CH:18])[CH:16]=[CH:15][CH:14]=[CH:13][CH:12]=1.[CH3:19][CH2:20][O:21][C:22](C)=[O:23]. The yield is 0.820. The catalyst is O1CCOCC1.CN(C)C(=N)N(C)C.CCCCCC.Cl[Pd](Cl)([P](C1C=CC=CC=1)(C1C=CC=CC=1)C1C=CC=CC=1)[P](C1C=CC=CC=1)(C1C=CC=CC=1)C1C=CC=CC=1.[Cu]I. (5) The reactants are [Br:1][C:2]1[CH:7]=[CH:6][C:5]([NH:8][C:9]2[C:10]([C:20]([NH:22][O:23][CH2:24][CH2:25][O:26][C:27](=[O:33])[CH:28]([NH2:32])[CH:29]([CH3:31])[CH3:30])=[O:21])=[CH:11][C:12]3[N:16]([CH3:17])[CH:15]=[N:14][C:13]=3[C:18]=2[F:19])=[C:4]([Cl:34])[CH:3]=1.Cl. The catalyst is CCO.CCOCC. The product is [ClH:34].[Br:1][C:2]1[CH:7]=[CH:6][C:5]([NH:8][C:9]2[C:10]([C:20]([NH:22][O:23][CH2:24][CH2:25][O:26][C:27](=[O:33])[CH:28]([NH2:32])[CH:29]([CH3:31])[CH3:30])=[O:21])=[CH:11][C:12]3[N:16]([CH3:17])[CH:15]=[N:14][C:13]=3[C:18]=2[F:19])=[C:4]([Cl:34])[CH:3]=1. The yield is 0.940. (6) The reactants are Cl.[CH2:2]([O:4][C:5](=[O:8])[CH2:6][NH2:7])[CH3:3].C(N(CC)CC)C.[C:16]([O:20][CH2:21][CH3:22])(=[O:19])[CH:17]=[CH2:18].C(=O)([O-])[O-].[Na+].[Na+].[CH2:29]([O:36][C:37](Cl)=[O:38])[C:30]1[CH:35]=[CH:34][CH:33]=[CH:32][CH:31]=1. The catalyst is C(O)C.CC(C)=O. The product is [CH2:29]([O:36][C:37]([N:7]([CH2:18][CH2:17][C:16]([O:20][CH2:21][CH3:22])=[O:19])[CH2:6][C:5]([O:4][CH2:2][CH3:3])=[O:8])=[O:38])[C:30]1[CH:35]=[CH:34][CH:33]=[CH:32][CH:31]=1. The yield is 0.920. (7) The reactants are C(OC([N:8]([C:16]1[CH2:22][C:21]([C:23](=[O:32])[N:24]([CH2:28][C:29]([NH2:31])=[O:30])[CH2:25][CH2:26][CH3:27])=[CH:20][C:19]2[CH:33]=[C:34]([C:37]3[CH:42]=[CH:41][C:40]([C:43]([N:45]4[CH2:49][CH2:48][CH2:47][CH2:46]4)=[O:44])=[CH:39][C:38]=3[Cl:50])[CH:35]=[CH:36][C:18]=2[N:17]=1)C(OC(C)(C)C)=O)=O)(C)(C)C.C(O)(C(F)(F)F)=O. The catalyst is C(Cl)Cl. The product is [NH2:8][C:16]1[CH2:22][C:21]([C:23]([N:24]([CH2:28][C:29]([NH2:31])=[O:30])[CH2:25][CH2:26][CH3:27])=[O:32])=[CH:20][C:19]2[CH:33]=[C:34]([C:37]3[CH:42]=[CH:41][C:40]([C:43]([N:45]4[CH2:49][CH2:48][CH2:47][CH2:46]4)=[O:44])=[CH:39][C:38]=3[Cl:50])[CH:35]=[CH:36][C:18]=2[N:17]=1. The yield is 0.960. (8) The reactants are [CH:1]([S:14]([CH2:16][C:17]([OH:19])=[O:18])=[O:15])([C:8]1[CH:13]=[CH:12][CH:11]=[CH:10][CH:9]=1)[C:2]1[CH:7]=[CH:6][CH:5]=[CH:4][CH:3]=1.CC(N)C1C=CC=CC=1.Cl. The catalyst is O. The product is [CH:1]([S:14]([CH2:16][C:17]([OH:19])=[O:18])=[O:15])([C:8]1[CH:13]=[CH:12][CH:11]=[CH:10][CH:9]=1)[C:2]1[CH:3]=[CH:4][CH:5]=[CH:6][CH:7]=1. The yield is 0.897.